From a dataset of Catalyst prediction with 721,799 reactions and 888 catalyst types from USPTO. Predict which catalyst facilitates the given reaction. (1) The catalyst class is: 2. Reactant: Cl.[NH2:2][CH2:3][C:4]([NH:6][CH:7]1[C:16]2[C:11](=[CH:12][CH:13]=[CH:14][CH:15]=2)[CH2:10][CH2:9][CH2:8]1)=[O:5].CCN(C(C)C)C(C)C.[CH2:26]([O:31][C:32]1[CH:40]=[CH:39][C:35]([C:36](Cl)=[O:37])=[CH:34][CH:33]=1)[CH2:27][CH2:28][CH2:29][CH3:30]. Product: [CH2:26]([O:31][C:32]1[CH:33]=[CH:34][C:35]([C:36]([NH:2][CH2:3][C:4](=[O:5])[NH:6][CH:7]2[C:16]3[C:11](=[CH:12][CH:13]=[CH:14][CH:15]=3)[CH2:10][CH2:9][CH2:8]2)=[O:37])=[CH:39][CH:40]=1)[CH2:27][CH2:28][CH2:29][CH3:30]. (2) Reactant: [CH3:1][C:2]1[C:10]2[C:9](=O)[N:8]([CH:12]3[CH2:17][CH2:16][N:15]([CH3:18])[CH2:14][CH2:13]3)[C:7](=[O:19])[C:6]=2[CH:5]=[C:4]2[NH:20][C:21]([C:23]3[C:24](=[O:43])[NH:25][CH:26]=[CH:27][C:28]=3[NH:29][CH:30]([CH3:42])[CH2:31][C:32]3[C:37]([F:38])=[C:36]([F:39])[CH:35]=[C:34]([F:40])[C:33]=3[F:41])=[N:22][C:3]=12. Product: [CH3:1][C:2]1[C:10]2[CH2:9][N:8]([CH:12]3[CH2:13][CH2:14][N:15]([CH3:18])[CH2:16][CH2:17]3)[C:7](=[O:19])[C:6]=2[CH:5]=[C:4]2[NH:20][C:21]([C:23]3[C:24](=[O:43])[NH:25][CH:26]=[CH:27][C:28]=3[NH:29][CH:30]([CH3:42])[CH2:31][C:32]3[C:33]([F:41])=[C:34]([F:40])[CH:35]=[C:36]([F:39])[C:37]=3[F:38])=[N:22][C:3]=12. The catalyst class is: 763. (3) Reactant: [CH2:1]([N:3]1[C:7]2=[N:8][C:9]([CH2:32][CH3:33])=[C:10]([CH2:19][NH:20][C:21]([C:23]3[N:28]=[C:27]([C:29](O)=[O:30])[CH:26]=[CH:25][CH:24]=3)=[O:22])[C:11]([NH:12][CH:13]3[CH2:18][CH2:17][O:16][CH2:15][CH2:14]3)=[C:6]2[CH:5]=[N:4]1)[CH3:2].CN(C(ON1N=NC2C=CC=CC1=2)=[N+](C)C)C.F[P-](F)(F)(F)(F)F.[Br:58][C:59]1[CH:60]=[C:61]([CH2:66][NH2:67])[CH:62]=[CH:63][C:64]=1[CH3:65]. Product: [Br:58][C:59]1[CH:60]=[C:61]([CH2:66][NH:67][C:29]([C:27]2[CH:26]=[CH:25][CH:24]=[C:23]([C:21]([NH:20][CH2:19][C:10]3[C:11]([NH:12][CH:13]4[CH2:18][CH2:17][O:16][CH2:15][CH2:14]4)=[C:6]4[CH:5]=[N:4][N:3]([CH2:1][CH3:2])[C:7]4=[N:8][C:9]=3[CH2:32][CH3:33])=[O:22])[N:28]=2)=[O:30])[CH:62]=[CH:63][C:64]=1[CH3:65]. The catalyst class is: 317. (4) Reactant: C(OC([N:8]1[CH2:17][C:16]([CH3:19])([CH3:18])[C:15]2[C:10](=[CH:11][C:12]([NH:20][C:21]3[NH:25][C:24]4[CH:26]=[CH:27][C:28]([O:30][C:31]5[CH:36]=[CH:35][N:34]=[C:33]([C:37](=[O:40])[NH:38][CH3:39])[CH:32]=5)=[CH:29][C:23]=4[N:22]=3)=[CH:13][CH:14]=2)[CH2:9]1)=O)(C)(C)C.C(O)(C(F)(F)F)=O. Product: [CH3:39][NH:38][C:37]([C:33]1[CH:32]=[C:31]([O:30][C:28]2[CH:27]=[CH:26][C:24]3[NH:25][C:21]([NH:20][C:12]4[CH:11]=[C:10]5[C:15]([C:16]([CH3:19])([CH3:18])[CH2:17][NH:8][CH2:9]5)=[CH:14][CH:13]=4)=[N:22][C:23]=3[CH:29]=2)[CH:36]=[CH:35][N:34]=1)=[O:40]. The catalyst class is: 2. (5) Reactant: [C:1]1([NH2:8])[CH:6]=[CH:5][CH:4]=[CH:3][C:2]=1[NH2:7].[CH3:9][O:10][C:11](=[O:17])[CH2:12][CH2:13][C:14]([CH3:16])=O.C(O[BH-](OC(=O)C)OC(=O)C)(=O)C.[Na+].C(O)(=O)C. Product: [CH3:9][O:10][C:11](=[O:17])[CH2:12][CH2:13][CH:14]([NH:7][C:2]1[CH:3]=[CH:4][CH:5]=[CH:6][C:1]=1[NH2:8])[CH3:16]. The catalyst class is: 839. (6) The catalyst class is: 10. Product: [CH3:2][O:3][C:4]1[CH:9]=[CH:8][CH:7]=[CH:6][C:5]=1[N:10]1[CH2:15][CH2:14][N:13]([CH2:17][CH2:18][CH2:19][CH2:20][N:21]2[C:25](=[O:26])[C:24]3[C:23](=[CH:30][CH:29]=[CH:28][CH:27]=3)[C:22]2=[O:31])[CH2:12][CH2:11]1. Reactant: Cl.[CH3:2][O:3][C:4]1[CH:9]=[CH:8][CH:7]=[CH:6][C:5]=1[N:10]1[CH2:15][CH2:14][NH:13][CH2:12][CH2:11]1.Br[CH2:17][CH2:18][CH2:19][CH2:20][N:21]1[C:25](=[O:26])[C:24]2=[CH:27][CH:28]=[CH:29][CH:30]=[C:23]2[C:22]1=[O:31].C([O-])([O-])=O.[K+].[K+].